From a dataset of Forward reaction prediction with 1.9M reactions from USPTO patents (1976-2016). Predict the product of the given reaction. (1) Given the reactants [Mg].Cl[Si:3]([O:10][CH2:11][CH3:12])([O:7][CH2:8][CH3:9])[O:4][CH2:5][CH3:6].Br[C:14]1[C:27]2[S:26][C:25]3[C:20](=[CH:21][CH:22]=[CH:23][CH:24]=3)[S:19][C:18]=2[CH:17]=[CH:16][CH:15]=1, predict the reaction product. The product is: [CH2:5]([O:4][Si:3]([O:10][CH2:11][CH3:12])([O:7][CH2:8][CH3:9])[C:16]1[CH:15]=[CH:14][C:27]2[S:26][C:25]3[C:20](=[CH:21][CH:22]=[CH:23][CH:24]=3)[S:19][C:18]=2[CH:17]=1)[CH3:6]. (2) The product is: [CH2:1]([C@@:4]1([CH3:31])[CH2:9][C@H:8]([C:10]2[CH:15]=[CH:14][CH:13]=[C:12]([Cl:16])[CH:11]=2)[C@@H:7]([C:17]2[CH:18]=[CH:19][C:20]([Cl:23])=[CH:21][CH:22]=2)[N:6]([C@@H:24]([CH:27]2[CH2:28][CH2:29]2)[C@@H:25]([OH:26])[CH3:32])[C:5]1=[O:30])[CH:2]=[CH2:3]. Given the reactants [CH2:1]([C@@:4]1([CH3:31])[CH2:9][C@H:8]([C:10]2[CH:15]=[CH:14][CH:13]=[C:12]([Cl:16])[CH:11]=2)[C@@H:7]([C:17]2[CH:22]=[CH:21][C:20]([Cl:23])=[CH:19][CH:18]=2)[N:6]([C@@H:24]([CH:27]2[CH2:29][CH2:28]2)[CH:25]=[O:26])[C:5]1=[O:30])[CH:2]=[CH2:3].[CH3:32][Mg]Br, predict the reaction product. (3) Given the reactants [CH2:1]([O:8][C:9]1[CH:10]=[CH:11][C:12]([O:28][CH:29]([CH3:31])[CH3:30])=[C:13]([C:15]2[NH:27][C:18]3=[N:19][C:20]([C:23]([O:25]C)=[O:24])=[CH:21][CH:22]=[C:17]3[N:16]=2)[CH:14]=1)[C:2]1[CH:7]=[CH:6][CH:5]=[CH:4][CH:3]=1.[OH-].[Na+].Cl, predict the reaction product. The product is: [CH2:1]([O:8][C:9]1[CH:10]=[CH:11][C:12]([O:28][CH:29]([CH3:31])[CH3:30])=[C:13]([C:15]2[NH:27][C:18]3=[N:19][C:20]([C:23]([OH:25])=[O:24])=[CH:21][CH:22]=[C:17]3[N:16]=2)[CH:14]=1)[C:2]1[CH:7]=[CH:6][CH:5]=[CH:4][CH:3]=1. (4) Given the reactants [OH-:1].[Na+].[NH2:3][C:4]1[N:9]=[CH:8][N:7]=[C:6]2[N:10]([CH:14]([C:16]3[C:17]([O:32][CH3:33])=[C:18]([C:24]4[CH:29]=[CH:28][N:27]=C(C#N)[CH:25]=4)[C:19]([CH3:23])=[C:20]([Cl:22])[CH:21]=3)[CH3:15])[N:11]=[C:12]([CH3:13])[C:5]=12.[ClH:34].[CH2:35]([OH:37])[CH3:36], predict the reaction product. The product is: [ClH:22].[ClH:34].[NH2:3][C:4]1[N:9]=[CH:8][N:7]=[C:6]2[N:10]([CH:14]([C:16]3[C:17]([O:32][CH3:33])=[C:18]([C:24]4[CH:29]=[CH:28][N:27]=[C:36]([C:35]([OH:1])=[O:37])[CH:25]=4)[C:19]([CH3:23])=[C:20]([Cl:22])[CH:21]=3)[CH3:15])[N:11]=[C:12]([CH3:13])[C:5]=12. (5) Given the reactants Cl[C:2]1[C:7]([CH2:8][CH:9]2[CH2:14][CH2:13][CH2:12][CH2:11][CH2:10]2)=[CH:6][N:5]=[C:4]([NH2:15])[N:3]=1.P(Cl)(Cl)(Cl)=[O:17].[OH-].[NH4+], predict the reaction product. The product is: [NH2:15][C:4]1[NH:3][C:2](=[O:17])[C:7]([CH2:8][CH:9]2[CH2:14][CH2:13][CH2:12][CH2:11][CH2:10]2)=[CH:6][N:5]=1. (6) Given the reactants [Br:1][C:2]1[N:7]=[CH:6][C:5]([N:8]2[C:15]3[C@@H:14]4[CH2:16][C@@H:13]4[CH2:12][C:11]=3[C:10]([C:17]([OH:19])=O)=[N:9]2)=[CH:4][CH:3]=1.[CH3:20][C:21]([NH2:30])([CH3:29])[CH2:22][N:23]1[CH2:28][CH2:27][O:26][CH2:25][CH2:24]1, predict the reaction product. The product is: [CH3:29][C:21]([NH:30][C:17]([C:10]1[C:11]2[CH2:12][C@H:13]3[CH2:16][C@H:14]3[C:15]=2[N:8]([C:5]2[CH:6]=[N:7][C:2]([Br:1])=[CH:3][CH:4]=2)[N:9]=1)=[O:19])([CH3:20])[CH2:22][N:23]1[CH2:24][CH2:25][O:26][CH2:27][CH2:28]1. (7) Given the reactants [CH3:1][O:2][N:3]=[CH:4][CH2:5][CH2:6][C:7]1[C:12]([Cl:13])=[CH:11][C:10]([Cl:14])=[CH:9][C:8]=1[Cl:15], predict the reaction product. The product is: [CH3:1][O:2][NH:3][CH2:4][CH2:5][CH2:6][C:7]1[C:8]([Cl:15])=[CH:9][C:10]([Cl:14])=[CH:11][C:12]=1[Cl:13]. (8) Given the reactants [Cl:1][C:2]1[CH:7]=[C:6]([Cl:8])[CH:5]=[C:4](I)[C:3]=1[OH:10].C([Mg]Cl)(C)C.[Cl-].[Li+].[F:18][C:19]([F:26])([F:25])[C:20](OCC)=[O:21], predict the reaction product. The product is: [Cl:1][C:2]1[C:3]([OH:10])=[C:4]([C:20](=[O:21])[C:19]([F:26])([F:25])[F:18])[CH:5]=[C:6]([Cl:8])[CH:7]=1. (9) Given the reactants C(N1C(C2C=CC=CC=2)CC(C)(C)[N:10]2[N:22]=CC(C(=O)CC3C=CC(C)=CC=3)=C12)C1C=CC=CC=1.C(O[CH:38]=[C:39]([S:42]([CH2:45][C:46]1[CH:51]=[CH:50][C:49]([CH3:52])=[CH:48][CH:47]=1)(=[O:44])=[O:43])[C:40]#[N:41])C.O.NN, predict the reaction product. The product is: [C:49]1([CH3:52])[CH:50]=[CH:51][C:46]([CH2:45][S:42]([C:39]2[CH:38]=[N:22][NH:10][C:40]=2[NH2:41])(=[O:44])=[O:43])=[CH:47][CH:48]=1. (10) Given the reactants Br[CH2:2][C:3]([O:5][CH2:6][CH3:7])=[O:4].CCN(CC)CC.[Cl:15][C:16]1[CH:17]=[C:18]([C:26]2[O:30][N:29]=[C:28]([C:31]3[CH:32]=[CH:33][CH:34]=[C:35]4[C:39]=3[NH:38][CH:37]=[C:36]4[CH2:40][CH2:41][NH2:42])[N:27]=2)[CH:19]=[CH:20][C:21]=1[O:22][CH:23]([CH3:25])[CH3:24], predict the reaction product. The product is: [Cl:15][C:16]1[CH:17]=[C:18]([C:26]2[O:30][N:29]=[C:28]([C:31]3[CH:32]=[CH:33][CH:34]=[C:35]4[C:39]=3[NH:38][CH:37]=[C:36]4[CH2:40][CH2:41][NH:42][CH2:2][C:3]([O:5][CH2:6][CH3:7])=[O:4])[N:27]=2)[CH:19]=[CH:20][C:21]=1[O:22][CH:23]([CH3:24])[CH3:25].